From a dataset of Peptide-MHC class II binding affinity with 134,281 pairs from IEDB. Regression. Given a peptide amino acid sequence and an MHC pseudo amino acid sequence, predict their binding affinity value. This is MHC class II binding data. The binding affinity (normalized) is 0.337. The peptide sequence is HVTRGAFLVRNGKKL. The MHC is DRB1_0901 with pseudo-sequence DRB1_0901.